Dataset: Full USPTO retrosynthesis dataset with 1.9M reactions from patents (1976-2016). Task: Predict the reactants needed to synthesize the given product. (1) The reactants are: [Cl:1][CH2:2][CH2:3]Cl.[F:5][C:6]([F:23])([F:22])[O:7][C:8]1[CH:13]=C(CO)[CH:11]=[CH:10][C:9]=1[C:16]1[CH:21]=[CH:20][CH:19]=[CH:18][CH:17]=1.S(Cl)(Cl)=O. Given the product [Cl:1][CH2:2][C:3]1[CH:11]=[CH:10][C:9]([C:16]2[CH:17]=[CH:18][CH:19]=[CH:20][CH:21]=2)=[C:8]([O:7][C:6]([F:5])([F:23])[F:22])[CH:13]=1, predict the reactants needed to synthesize it. (2) Given the product [CH3:26][N:17]([S:18]([C:21]1[S:22][CH:23]=[CH:24][CH:25]=1)(=[O:20])=[O:19])[C:11]1[CH:12]=[CH:13][CH:14]=[C:15]2[C:10]=1[NH:9][C:8]([C:6]1[S:7][C:3]([CH2:2][N:30]3[CH2:29][CH2:28][N:27]([CH2:33][C:34]([O:36][CH2:37][CH3:38])=[O:35])[CH2:32][CH2:31]3)=[CH:4][N:5]=1)=[CH:16]2, predict the reactants needed to synthesize it. The reactants are: Cl[CH2:2][C:3]1[S:7][C:6]([C:8]2[NH:9][C:10]3[C:15]([CH:16]=2)=[CH:14][CH:13]=[CH:12][C:11]=3[N:17]([CH3:26])[S:18]([C:21]2[S:22][CH:23]=[CH:24][CH:25]=2)(=[O:20])=[O:19])=[N:5][CH:4]=1.[N:27]1([CH2:33][C:34]([O:36][CH2:37][CH3:38])=[O:35])[CH2:32][CH2:31][NH:30][CH2:29][CH2:28]1.C(N(CC)CC)C.O. (3) Given the product [Br:1][C:2]1[S:3][C:4]([C@@H:13]([OH:14])[C@@H:15]2[N:19]([CH3:20])[C:18](=[O:21])[CH2:17][C@@H:16]2[C:22]2[CH:23]=[CH:24][CH:25]=[CH:26][CH:27]=2)=[CH:5][CH:6]=1, predict the reactants needed to synthesize it. The reactants are: [Br:1][C:2]1[S:3][C:4](Br)=[CH:5][CH:6]=1.[Li]CCCC.[CH:13]([C@@H:15]1[N:19]([CH3:20])[C:18](=[O:21])[CH2:17][C@@H:16]1[C:22]1[CH:27]=[CH:26][CH:25]=[CH:24][CH:23]=1)=[O:14].[NH4+].[Cl-]. (4) The reactants are: [C:1]([C:3]([C:11]1[S:12][C:13]([C:16]#[N:17])=[CH:14][CH:15]=1)([CH:8]([CH3:10])[CH3:9])[CH2:4][CH2:5][CH2:6]O)#[N:2].C(N(CC)CC)C.S(Cl)(C)(=O)=O.[I].[Na].[C:32]([O:36][C:37]([NH:39][C@@H:40]1[CH2:44][CH2:43][NH:42][CH2:41]1)=[O:38])([CH3:35])([CH3:34])[CH3:33]. Given the product [C:1]([C:3]([C:11]1[S:12][C:13]([C:16]#[N:17])=[CH:14][CH:15]=1)([CH:8]([CH3:10])[CH3:9])[CH2:4][CH2:5][CH2:6][N:42]1[CH2:43][CH2:44][C@@H:40]([NH:39][C:37]([O:36][C:32]([CH3:35])([CH3:34])[CH3:33])=[O:38])[CH2:41]1)#[N:2], predict the reactants needed to synthesize it.